From a dataset of Forward reaction prediction with 1.9M reactions from USPTO patents (1976-2016). Predict the product of the given reaction. (1) Given the reactants FC(F)C1C2C(F)(F)CCC(F)(F)C=2N(CC(N[C@H](C2C(C3C=C4C(=CC=3)CNC4=O)=CN=C(SC)N=2)CC2C=C(F)C=C(F)C=2)=O)N=1.Br[C:50]1[C:51]([C@@H:58]([NH:68][C:69](=[O:86])[CH2:70][N:71]2[C:75]3[C:76]([F:81])([F:80])[C@@H:77]4[CH2:79][C@@H:78]4[C:74]=3[C:73]([C:82]([F:85])([F:84])[F:83])=[N:72]2)[CH2:59][C:60]2[CH:65]=[C:64]([F:66])[CH:63]=[C:62]([F:67])[CH:61]=2)=[N:52][C:53]([S:56][CH3:57])=[N:54][CH:55]=1.[F:87][C:88]1[CH:96]=[CH:95][C:94](B2OC(C)(C)C(C)(C)O2)=[CH:93][C:89]=1[C:90]([NH2:92])=[O:91], predict the reaction product. The product is: [F:81][C:76]1([F:80])[C:75]2[N:71]([CH2:70][C:69]([NH:68][C@H:58]([C:51]3[C:50]([C:94]4[CH:95]=[CH:96][C:88]([F:87])=[C:89]([CH:93]=4)[C:90]([NH2:92])=[O:91])=[CH:55][N:54]=[C:53]([S:56][CH3:57])[N:52]=3)[CH2:59][C:60]3[CH:61]=[C:62]([F:67])[CH:63]=[C:64]([F:66])[CH:65]=3)=[O:86])[N:72]=[C:73]([C:82]([F:85])([F:84])[F:83])[C:74]=2[C@H:78]2[CH2:79][C@@H:77]12. (2) The product is: [CH2:1]([C:3]([F:31])([CH2:29][CH3:30])[CH2:4][N:5]1[CH2:10][CH2:9][CH:8]([CH2:11][O:12][C:13]2[CH:18]=[N:17][C:16]([C:19]3[CH:20]=[CH:21][C:22]([C:23]([OH:25])=[O:24])=[CH:27][CH:28]=3)=[N:15][CH:14]=2)[CH2:7][CH2:6]1)[CH3:2]. Given the reactants [CH2:1]([C:3]([F:31])([CH2:29][CH3:30])[CH2:4][N:5]1[CH2:10][CH2:9][CH:8]([CH2:11][O:12][C:13]2[CH:14]=[N:15][C:16]([C:19]3[CH:28]=[CH:27][C:22]([C:23]([O:25]C)=[O:24])=[CH:21][CH:20]=3)=[N:17][CH:18]=2)[CH2:7][CH2:6]1)[CH3:2].O[Li].O, predict the reaction product. (3) Given the reactants [Cl:1][C:2]1[CH:10]=[CH:9][C:8]2[N:7]([CH2:11][C:12]([O:14]CC)=O)[C:6]3[CH2:17][CH2:18][N:19]([CH3:21])[CH2:20][C:5]=3[C:4]=2[CH:3]=1.[NH:22]1[CH2:27][CH2:26][CH2:25][CH2:24][CH2:23]1.C(O)(C(F)(F)F)=O, predict the reaction product. The product is: [Cl:1][C:2]1[CH:10]=[CH:9][C:8]2[N:7]([CH2:11][C:12]([N:22]3[CH2:27][CH2:26][CH2:25][CH2:24][CH2:23]3)=[O:14])[C:6]3[CH2:17][CH2:18][N:19]([CH3:21])[CH2:20][C:5]=3[C:4]=2[CH:3]=1. (4) Given the reactants I[C:2]1[CH:7]=[CH:6][C:5]([C:8]([F:11])([F:10])[F:9])=[CH:4][CH:3]=1.[C:12]1([CH:18]=[CH:19][CH:20]([OH:23])[C:21]#[CH:22])[CH:17]=[CH:16][CH:15]=[CH:14][CH:13]=1.C1(P(C2C=CC=CC=2)C2C=CC=CC=2)C=CC=CC=1.C(N(CC)CC)C, predict the reaction product. The product is: [C:12]1(/[CH:18]=[CH:19]/[C:20](=[O:23])/[CH:21]=[CH:22]/[C:2]2[CH:7]=[CH:6][C:5]([C:8]([F:11])([F:10])[F:9])=[CH:4][CH:3]=2)[CH:17]=[CH:16][CH:15]=[CH:14][CH:13]=1. (5) Given the reactants [F:1][C:2]1[C:9]([CH:10]=[O:11])=[CH:8][C:5]([C:6]#[N:7])=[C:4]([C:12]([F:15])([F:14])[F:13])[CH:3]=1.FC1C=CC(C#N)=C(C(F)(F)F)C=1C=O.[BH4-].[Na+], predict the reaction product. The product is: [F:1][C:2]1[C:9]([CH2:10][OH:11])=[CH:8][C:5]([C:6]#[N:7])=[C:4]([C:12]([F:13])([F:14])[F:15])[CH:3]=1. (6) Given the reactants [CH2:1]([N:8]([CH3:22])[C@@H:9]([CH2:14][CH2:15][CH2:16][CH2:17][CH2:18][C:19](=[O:21])[CH3:20])[C:10]([O:12]C)=[O:11])[C:2]1[CH:7]=[CH:6][CH:5]=[CH:4][CH:3]=1.[Li+:23].[OH-], predict the reaction product. The product is: [CH2:1]([N:8]([CH3:22])[C@@H:9]([CH2:14][CH2:15][CH2:16][CH2:17][CH2:18][C:19](=[O:21])[CH3:20])[C:10]([O-:12])=[O:11])[C:2]1[CH:7]=[CH:6][CH:5]=[CH:4][CH:3]=1.[Li+:23].